From a dataset of Forward reaction prediction with 1.9M reactions from USPTO patents (1976-2016). Predict the product of the given reaction. (1) Given the reactants [Br:1][C:2]1[N:3]=[C:4]([CH:7]=O)[S:5][CH:6]=1.Cl.[NH2:10][CH2:11][CH2:12][C:13]([O:15][CH2:16][CH3:17])=[O:14].[BH-](OC(C)=O)(OC(C)=O)OC(C)=O.[Na+], predict the reaction product. The product is: [Br:1][C:2]1[N:3]=[C:4]([CH2:7][NH:10][CH2:11][CH2:12][C:13]([O:15][CH2:16][CH3:17])=[O:14])[S:5][CH:6]=1. (2) Given the reactants [Cl:1][C:2]1[C:6]([N+:7]([O-])=O)=[CH:5][N:4]([C:10]2[CH:11]=[N:12][CH:13]=[CH:14][CH:15]=2)[N:3]=1.C(O)C.O.[Cl-].[NH4+], predict the reaction product. The product is: [Cl:1][C:2]1[C:6]([NH2:7])=[CH:5][N:4]([C:10]2[CH:11]=[N:12][CH:13]=[CH:14][CH:15]=2)[N:3]=1.